From a dataset of Reaction yield outcomes from USPTO patents with 853,638 reactions. Predict the reaction yield, written as a fraction of the theoretical maximum amount of product (1.0 means a 100% yield; for example, 0.34 means a 34% yield). (1) The reactants are [Br:1][C:2]1[CH:7]=[CH:6][C:5]([NH:8][C:9]2[C:10]([C:26]([OH:28])=O)=[CH:11][C:12]3[N:16]([CH2:17][CH:18]4[CH2:23][CH2:22][CH2:21][CH2:20][O:19]4)[CH:15]=[N:14][C:13]=3[C:24]=2[F:25])=[C:4]([Cl:29])[CH:3]=1.C1C=CC2N(O)N=NC=2C=1.C(N(CC)CC)C.[CH:47]([O:49][CH2:50][CH2:51][O:52][NH2:53])=[CH2:48].CCN=C=NCCCN(C)C. The catalyst is CN(C)C=O.C(OCC)(=O)C.O. The product is [CH:47]([O:49][CH2:50][CH2:51][O:52][NH:53][C:26]([C:10]1[C:9]([NH:8][C:5]2[CH:6]=[CH:7][C:2]([Br:1])=[CH:3][C:4]=2[Cl:29])=[C:24]([F:25])[C:13]2[N:14]=[CH:15][N:16]([CH2:17][CH:18]3[CH2:23][CH2:22][CH2:21][CH2:20][O:19]3)[C:12]=2[CH:11]=1)=[O:28])=[CH2:48]. The yield is 0.790. (2) The reactants are [ClH:1].[CH2:2]([C:7]1[N:8]=[C:9]([NH2:12])[NH:10][CH:11]=1)[CH2:3][CH2:4][C:5]#[CH:6].[N:13]([CH2:16][CH2:17][CH2:18][C:19]1[CH:24]=[CH:23][CH:22]=[CH:21][CH:20]=1)=[N+:14]=[N-:15]. No catalyst specified. The product is [ClH:1].[C:19]1([CH2:18][CH2:17][CH2:16][N:13]2[CH:6]=[C:5]([CH2:4][CH2:3][CH2:2][C:7]3[N:8]=[C:9]([NH2:12])[NH:10][CH:11]=3)[N:15]=[N:14]2)[CH:24]=[CH:23][CH:22]=[CH:21][CH:20]=1. The yield is 0.340. (3) The reactants are Br[C:2]1[CH:3]=[C:4]2[C:9](=[CH:10][C:11]=1[O:12][CH3:13])[N:8]=[C:7]([Cl:14])[N:6]=[CH:5]2.[CH3:15][O:16][C:17]1[CH:18]=[C:19](B(O)O)[CH:20]=[C:21]([O:23][CH3:24])[CH:22]=1.C(=O)([O-])[O-].[Ce+3].C(=O)([O-])[O-].C(=O)([O-])[O-].[Ce+3]. The catalyst is C1COCC1.O1CCOCC1.O.Cl[Pd](Cl)([P](C1C=CC=CC=1)(C1C=CC=CC=1)C1C=CC=CC=1)[P](C1C=CC=CC=1)(C1C=CC=CC=1)C1C=CC=CC=1. The product is [Cl:14][C:7]1[N:6]=[CH:5][C:4]2[C:9](=[CH:10][C:11]([O:12][CH3:13])=[C:2]([C:19]3[CH:18]=[C:17]([O:16][CH3:15])[CH:22]=[C:21]([O:23][CH3:24])[CH:20]=3)[CH:3]=2)[N:8]=1. The yield is 0.380. (4) The reactants are C(O[C:4](=[N:6][C:7](=O)[C:8]1[CH:13]=[CH:12][CH:11]=[CH:10][CH:9]=1)[CH3:5])C.[NH:15]([C:17]1[N:22]=[CH:21][C:20]([S:23]([NH2:26])(=[O:25])=[O:24])=[CH:19][CH:18]=1)[NH2:16].O. The catalyst is ClCCl.CO. The product is [CH3:5][C:4]1[N:6]=[C:7]([C:8]2[CH:13]=[CH:12][CH:11]=[CH:10][CH:9]=2)[N:15]([C:17]2[N:22]=[CH:21][C:20]([S:23]([NH2:26])(=[O:24])=[O:25])=[CH:19][CH:18]=2)[N:16]=1. The yield is 0.510. (5) The reactants are C([O:3][C:4]([C:6]1[C:7]2[CH2:8][CH2:9][CH:10]([C:21]3[CH:26]=[CH:25][CH:24]=[CH:23][CH:22]=3)[O:11][C:12]=2[C:13]2[N:17]=[C:16]([CH3:18])[N:15]([CH3:19])[C:14]=2[CH:20]=1)=[O:5])C.[OH-].[Li+].Cl. The catalyst is O1CCOCC1.O. The product is [CH3:18][C:16]1[N:15]([CH3:19])[C:14]2[CH:20]=[C:6]([C:4]([OH:5])=[O:3])[C:7]3[CH2:8][CH2:9][CH:10]([C:21]4[CH:26]=[CH:25][CH:24]=[CH:23][CH:22]=4)[O:11][C:12]=3[C:13]=2[N:17]=1. The yield is 0.960.